This data is from Full USPTO retrosynthesis dataset with 1.9M reactions from patents (1976-2016). The task is: Predict the reactants needed to synthesize the given product. (1) Given the product [F:17][C:11]1[CH:12]=[C:13]([F:16])[CH:14]=[CH:15][C:10]=1[C:4]1[S:3][C:2]([NH:1][C:19]2[CH:20]=[CH:21][CH:22]=[C:23]([CH2:25][OH:26])[N:24]=2)=[C:6]([C:7]([NH2:9])=[O:8])[CH:5]=1, predict the reactants needed to synthesize it. The reactants are: [NH2:1][C:2]1[S:3][C:4]([C:10]2[CH:15]=[CH:14][C:13]([F:16])=[CH:12][C:11]=2[F:17])=[CH:5][C:6]=1[C:7]([NH2:9])=[O:8].Br[C:19]1[N:24]=[C:23]([CH2:25][OH:26])[CH:22]=[CH:21][CH:20]=1.C1(P(C2CCCCC2)C2C=CC=CC=2C2C(C(C)C)=CC(C(C)C)=CC=2C(C)C)CCCCC1.C(=O)([O-])[O-].[K+].[K+]. (2) Given the product [Cl:14][C:7]1[NH:8][C:4]2[CH:3]=[C:2]([F:1])[CH:11]=[CH:10][C:5]=2[N:6]=1, predict the reactants needed to synthesize it. The reactants are: [F:1][C:2]1[CH:11]=[CH:10][C:5]2[NH:6][C:7](=O)[NH:8][C:4]=2[CH:3]=1.P(Cl)(Cl)([Cl:14])=O. (3) Given the product [C:15]1([S:12]([N:10]2[CH2:11][CH:6]([CH2:4][OH:3])[N:7]([CH2:26][C:27]3[CH:28]=[CH:29][CH:30]=[CH:31][CH:32]=3)[CH:8]([CH2:21][OH:22])[CH2:9]2)(=[O:14])=[O:13])[CH:16]=[CH:17][CH:18]=[CH:19][CH:20]=1, predict the reactants needed to synthesize it. The reactants are: C([O:3][C:4]([CH:6]1[CH2:11][N:10]([S:12]([C:15]2[CH:20]=[CH:19][CH:18]=[CH:17][CH:16]=2)(=[O:14])=[O:13])[CH2:9][CH:8]([C:21](OCC)=[O:22])[N:7]1[CH2:26][C:27]1[CH:32]=[CH:31][CH:30]=[CH:29][CH:28]=1)=O)C.[H-].[Al+3].[Li+].[H-].[H-].[H-].O.[OH-].[Na+]. (4) Given the product [C:1]([O:5][C:6]([N:8]1[CH2:20][C@@H:19]([CH3:21])[N:18]2[C@H:10]([CH2:11][C:12]3[C:17]2=[N:16][C:15]([C@@H:27]([O:31][CH3:32])[CH3:28])=[CH:14][CH:13]=3)[CH2:9]1)=[O:7])([CH3:2])([CH3:3])[CH3:4], predict the reactants needed to synthesize it. The reactants are: [C:1]([O:5][C:6]([N:8]1[CH2:20][C@@H:19]([CH3:21])[N:18]2[C@H:10]([CH2:11][C:12]3[C:17]2=[N:16][C:15](COCCO)=[CH:14][CH:13]=3)[CH2:9]1)=[O:7])([CH3:4])([CH3:3])[CH3:2].[C:27]([O:31][C:32](N1C[C@@H](C)N2[C@H](CC3C2=NC([C@@H](O)C)=CC=3)C1)=O)(C)(C)[CH3:28]. (5) Given the product [F:1][C:2]1[CH:7]=[CH:6][C:5]([N:8]2[C:17]3[C:12](=[CH:13][CH:14]=[CH:15][CH:16]=3)[C:11](=[O:18])[C:10]([C:19]([OH:21])=[O:20])=[CH:9]2)=[CH:4][CH:3]=1, predict the reactants needed to synthesize it. The reactants are: [F:1][C:2]1[CH:7]=[CH:6][C:5]([N:8]2[C:17]3[C:12](=[CH:13][CH:14]=[CH:15][CH:16]=3)[C:11](=[O:18])[C:10]([C:19]([O-:21])=[O:20])=[CH:9]2)=[CH:4][CH:3]=1.[OH-].[Na+].